This data is from Forward reaction prediction with 1.9M reactions from USPTO patents (1976-2016). The task is: Predict the product of the given reaction. (1) Given the reactants [Br:1][C:2]1[CH:7]=[CH:6][C:5]([N:8]([CH2:18][C:19]2[CH:24]=[CH:23][C:22]([O:25][CH3:26])=[CH:21][CH:20]=2)[CH2:9][CH2:10][CH2:11][CH2:12][CH2:13][CH2:14][C:15]([OH:17])=[O:16])=[C:4]([CH:27]=[O:28])[CH:3]=1.[C:29](=O)([O-])[O-].[K+].[K+].IC.O, predict the reaction product. The product is: [Br:1][C:2]1[CH:7]=[CH:6][C:5]([N:8]([CH2:18][C:19]2[CH:20]=[CH:21][C:22]([O:25][CH3:26])=[CH:23][CH:24]=2)[CH2:9][CH2:10][CH2:11][CH2:12][CH2:13][CH2:14][C:15]([O:17][CH3:29])=[O:16])=[C:4]([CH:27]=[O:28])[CH:3]=1. (2) Given the reactants [CH2:1]([N:8]1[CH:12]=[C:11]([C:13]2[CH:18]=[CH:17][N:16]=[C:15]([C:19]3[CH:24]=[C:23]([N:25]4[CH2:30][CH2:29][CH2:28][CH2:27][CH2:26]4)[CH:22]=[CH:21][C:20]=3[N+:31]([O-])=O)[CH:14]=2)[N:10]=[N:9]1)[C:2]1[CH:7]=[CH:6][CH:5]=[CH:4][CH:3]=1, predict the reaction product. The product is: [CH2:1]([N:8]1[CH:12]=[C:11]([C:13]2[CH:18]=[CH:17][N:16]=[C:15]([C:19]3[CH:24]=[C:23]([N:25]4[CH2:30][CH2:29][CH2:28][CH2:27][CH2:26]4)[CH:22]=[CH:21][C:20]=3[NH2:31])[CH:14]=2)[N:10]=[N:9]1)[C:2]1[CH:3]=[CH:4][CH:5]=[CH:6][CH:7]=1. (3) Given the reactants CCCC[C@H]1C(=O)O[C@H](C)[C@H](NC(C2[CH:25]=[CH:24][CH:23]=[C:22]([NH:26]C=O)[C:21]=2O)=O)C(=O)O[C@@H](C)[C@@H]1OC(C(CC)C)=O.ClCC[N:41]1CCCC1.[H-].[Na+].C[N:49]([CH:51]=[O:52])[CH3:50], predict the reaction product. The product is: [NH2:26][C:22]1[C:21]2[C:50](=[N:49][C:51](=[O:52])[N:41]=2)[CH:25]=[CH:24][CH:23]=1. (4) Given the reactants [N+:1]([C:4]1[C:5]([NH:13][C:14]2([CH2:24][OH:25])[CH2:23][CH2:22][C:17]3([O:21][CH2:20][CH2:19][O:18]3)[CH2:16][CH2:15]2)=[C:6]2[S:12][CH:11]=[CH:10][C:7]2=[N:8][CH:9]=1)([O-])=O, predict the reaction product. The product is: [NH2:1][C:4]1[C:5]([NH:13][C:14]2([CH2:24][OH:25])[CH2:23][CH2:22][C:17]3([O:18][CH2:19][CH2:20][O:21]3)[CH2:16][CH2:15]2)=[C:6]2[S:12][CH:11]=[CH:10][C:7]2=[N:8][CH:9]=1. (5) Given the reactants [CH3:1][C:2]1[C:6]([C:7]([OH:9])=O)=[CH:5][O:4][N:3]=1.C(Cl)(=O)C(Cl)=O.[Cl:16][C:17]1[CH:22]=[CH:21][C:20]([O:23][CH3:24])=[CH:19][C:18]=1[C:25]1[C:26]([NH2:32])=[N:27][C:28]([NH2:31])=[CH:29][CH:30]=1.N1C(C)=CC=CC=1C, predict the reaction product. The product is: [NH2:32][C:26]1[N:27]=[C:28]([NH:31][C:7]([C:6]2[C:2]([CH3:1])=[N:3][O:4][CH:5]=2)=[O:9])[CH:29]=[CH:30][C:25]=1[C:18]1[CH:19]=[C:20]([O:23][CH3:24])[CH:21]=[CH:22][C:17]=1[Cl:16].